From a dataset of Full USPTO retrosynthesis dataset with 1.9M reactions from patents (1976-2016). Predict the reactants needed to synthesize the given product. (1) Given the product [OH:1][C:2]1[CH:11]=[C:10]2[C:5]([CH:6]=[CH:7][CH:8]=[C:9]2[NH:12][C:13](=[O:19])[CH2:14][N:15]([CH2:16][CH2:17][OH:18])[C:25]([O:24][C:20]([CH3:23])([CH3:22])[CH3:21])=[O:26])=[CH:4][CH:3]=1, predict the reactants needed to synthesize it. The reactants are: [OH:1][C:2]1[CH:11]=[C:10]2[C:5]([CH:6]=[CH:7][CH:8]=[C:9]2[NH:12][C:13](=[O:19])[CH2:14][NH:15][CH2:16][CH2:17][OH:18])=[CH:4][CH:3]=1.[C:20]([O:24][C:25](O[C:25]([O:24][C:20]([CH3:23])([CH3:22])[CH3:21])=[O:26])=[O:26])([CH3:23])([CH3:22])[CH3:21]. (2) The reactants are: [CH3:1][C:2]1[CH:8]=[CH:7][CH:6]=[C:5]([CH3:9])[C:3]=1[NH2:4].[N:10]([O-])=O.[Na+].[Cl:14][Sn]Cl. Given the product [ClH:14].[CH3:1][C:2]1[CH:8]=[CH:7][CH:6]=[C:5]([CH3:9])[C:3]=1[NH:4][NH2:10], predict the reactants needed to synthesize it.